This data is from Experimentally validated miRNA-target interactions with 360,000+ pairs, plus equal number of negative samples. The task is: Binary Classification. Given a miRNA mature sequence and a target amino acid sequence, predict their likelihood of interaction. (1) The miRNA is gga-miR-2131-5p with sequence AUGCAGAAGUGCACGGAAACAGCU. The protein sequence of the target gene is MLGVRCLLRSVRFCSSAPFPKHKPSAKLSVRDALGAQNASGERIKIQGWIRSVRSQKEVLFLHVNDGSSLESLQVVADSGLDSRELNFGSSVEVQGQLIKSPSKRQNVELKAEKIKVIGNCDAKDFPIKYKERHPLEYLRQYPHFRCRTNVLGSILRIRSEATAAIHSFFKDSGFVHIHTPIITSNDSEGAGELFQLEPSGKLKVPEENFFNVPAFLTVSGQLHLEVMSGAFTQVFTFGPTFRAENSQSRRHLAEFYMIEAEISFVDSLQDLMQVIEELFKATTMMVLSKCPEDVELCHK.... Result: 0 (no interaction). (2) The miRNA is hsa-miR-1185-2-3p with sequence AUAUACAGGGGGAGACUCUCAU. The protein sequence of the target gene is MDPGKPRKNVLVVALLVIFQVCFCQDEVTDDYIGENTTVDYTLYESVCFKKDVRNFKAWFLPLMYSVICFVGLLGNGLVILTYIYFKRLKTMTDTYLLNLAVADILFLLILPFWAYSEAKSWIFGVYLCKGIFGIYKLSFFSGMLLLLCISIDRYVAIVQAVSAHRHRARVLLISKLSCVGIWMLALFLSIPELLYSGLQKNSGEDTLRCSLVSAQVEALITIQVAQMVFGFLVPMLAMSFCYLIIIRTLLQARNFERNKAIKVIIAVVVVFIVFQLPYNGVVLAQTVANFNITNSSCET.... Result: 0 (no interaction). (3) The miRNA is hsa-let-7e-5p with sequence UGAGGUAGGAGGUUGUAUAGUU. The protein sequence of the target gene is MNIEVGNISYTGAIISWSSSEPCLEDYYHIMYRPNWNSIFSGYLRYSFHHEEKVPRTISSVVLEHLAPSTLYFLCISCKKAAFPYRHYCTMFHTLDKSPLAPGSSLVDPQISLWVLMAILLACFTAVLAFICLQFWCVRCHEPRWSYRAGHMEEANGLVRWPEEAPDLGQREEDLQGLPLVEMPRKNSRDGAELDPEANQDAPDAGALQRGGGDPPAILPHCGE. Result: 1 (interaction). (4) The miRNA is hsa-miR-512-5p with sequence CACUCAGCCUUGAGGGCACUUUC. Result: 0 (no interaction). The protein sequence of the target gene is MKAEATVIPSRCARGLPSWQVLSPVQPWQTSAPQNTTQPKLLAPHQHEKSQKKSSLLKELGAFHITIALLHLVFGGYLASIVKNLHLVVLKSWYPFWGAASFLISGILAITMKTFSKTYLKMLCLMTNLISLFCVLSGLFVISKDLFLESPFESPIWRMYPNSTVHIQRLELALLCFTVLELFLPVPTAVTAWRGDCPSAKNDDACLVPNTPLHLKGLPVEPPPSYQSVIQGDAQHKQHQRLREVKQVAPDTWIVTDGAAIWTQTAN.